From a dataset of NCI-60 drug combinations with 297,098 pairs across 59 cell lines. Regression. Given two drug SMILES strings and cell line genomic features, predict the synergy score measuring deviation from expected non-interaction effect. (1) Drug 1: CC(CN1CC(=O)NC(=O)C1)N2CC(=O)NC(=O)C2. Drug 2: CC1=CC=C(C=C1)C2=CC(=NN2C3=CC=C(C=C3)S(=O)(=O)N)C(F)(F)F. Cell line: SK-OV-3. Synergy scores: CSS=4.70, Synergy_ZIP=-3.21, Synergy_Bliss=-2.78, Synergy_Loewe=-2.25, Synergy_HSA=-2.08. (2) Drug 1: CC1=C2C(C(=O)C3(C(CC4C(C3C(C(C2(C)C)(CC1OC(=O)C(C(C5=CC=CC=C5)NC(=O)OC(C)(C)C)O)O)OC(=O)C6=CC=CC=C6)(CO4)OC(=O)C)OC)C)OC. Drug 2: C1=CC(=CC=C1C#N)C(C2=CC=C(C=C2)C#N)N3C=NC=N3. Cell line: SR. Synergy scores: CSS=61.4, Synergy_ZIP=-1.90, Synergy_Bliss=-7.19, Synergy_Loewe=-9.28, Synergy_HSA=-6.04. (3) Drug 1: CCN(CC)CCNC(=O)C1=C(NC(=C1C)C=C2C3=C(C=CC(=C3)F)NC2=O)C. Drug 2: C(=O)(N)NO. Cell line: U251. Synergy scores: CSS=6.72, Synergy_ZIP=-1.10, Synergy_Bliss=3.61, Synergy_Loewe=-1.49, Synergy_HSA=1.94. (4) Drug 1: C1=C(C(=O)NC(=O)N1)F. Drug 2: CCCS(=O)(=O)NC1=C(C(=C(C=C1)F)C(=O)C2=CNC3=C2C=C(C=N3)C4=CC=C(C=C4)Cl)F. Cell line: NCIH23. Synergy scores: CSS=38.8, Synergy_ZIP=2.98, Synergy_Bliss=-6.71, Synergy_Loewe=-11.1, Synergy_HSA=-9.15. (5) Drug 1: CN(C)C1=NC(=NC(=N1)N(C)C)N(C)C. Drug 2: CC1=C(C(CCC1)(C)C)C=CC(=CC=CC(=CC(=O)O)C)C. Cell line: DU-145. Synergy scores: CSS=-3.81, Synergy_ZIP=0.947, Synergy_Bliss=-0.916, Synergy_Loewe=-3.20, Synergy_HSA=-4.80. (6) Drug 1: C1=C(C(=O)NC(=O)N1)N(CCCl)CCCl. Drug 2: CN(C(=O)NC(C=O)C(C(C(CO)O)O)O)N=O. Cell line: HS 578T. Synergy scores: CSS=9.76, Synergy_ZIP=-4.77, Synergy_Bliss=-4.13, Synergy_Loewe=-11.2, Synergy_HSA=-3.76. (7) Drug 1: C1=NC2=C(N1)C(=S)N=C(N2)N. Drug 2: CC1=C(C=C(C=C1)NC(=O)C2=CC=C(C=C2)CN3CCN(CC3)C)NC4=NC=CC(=N4)C5=CN=CC=C5. Cell line: LOX IMVI. Synergy scores: CSS=54.9, Synergy_ZIP=3.27, Synergy_Bliss=2.11, Synergy_Loewe=-16.5, Synergy_HSA=1.39. (8) Drug 1: C1=CC(=CC=C1CCCC(=O)O)N(CCCl)CCCl. Drug 2: CN1C(=O)N2C=NC(=C2N=N1)C(=O)N. Cell line: SN12C. Synergy scores: CSS=20.6, Synergy_ZIP=-9.78, Synergy_Bliss=-1.58, Synergy_Loewe=-13.3, Synergy_HSA=-1.50. (9) Drug 1: CC12CCC3C(C1CCC2O)C(CC4=C3C=CC(=C4)O)CCCCCCCCCS(=O)CCCC(C(F)(F)F)(F)F. Drug 2: CCCCCOC(=O)NC1=NC(=O)N(C=C1F)C2C(C(C(O2)C)O)O. Cell line: LOX IMVI. Synergy scores: CSS=-6.74, Synergy_ZIP=7.29, Synergy_Bliss=-3.33, Synergy_Loewe=-8.00, Synergy_HSA=-7.61. (10) Drug 1: CC1=CC2C(CCC3(C2CCC3(C(=O)C)OC(=O)C)C)C4(C1=CC(=O)CC4)C. Drug 2: C1=CC=C(C(=C1)C(C2=CC=C(C=C2)Cl)C(Cl)Cl)Cl. Cell line: IGROV1. Synergy scores: CSS=5.44, Synergy_ZIP=1.15, Synergy_Bliss=6.46, Synergy_Loewe=5.10, Synergy_HSA=4.89.